Dataset: Forward reaction prediction with 1.9M reactions from USPTO patents (1976-2016). Task: Predict the product of the given reaction. (1) The product is: [C:1]([OH:15])(=[O:14])[C:2]1[CH:13]=[CH:9][CH:8]=[C:4]([C:5]([OH:7])=[O:6])[CH:3]=1. Given the reactants [C:1]([OH:15])(=[O:14])[C:2]1[CH:13]=[C:9](C(O)=O)[CH:8]=[C:4]([C:5]([OH:7])=[O:6])[CH:3]=1.C(N(CC)CC)C.C(OCCOC(=O)C(C)=C)(=O)C(C)=C.N(C(C)(CC(C)C)C#N)=NC(C)(CC(C)C)C#N, predict the reaction product. (2) Given the reactants Cl.[Cl:2][C:3]1[C:8]([C:9]([CH3:14])([CH3:13])[C:10]([OH:12])=O)=[CH:7][CH:6]=[CH:5][N:4]=1.[C:15]([O:19][C:20](=[O:27])[NH:21][C@H:22]1[CH2:25][C@H:24]([NH2:26])[CH2:23]1)([CH3:18])([CH3:17])[CH3:16].C(N(CC)CC)C, predict the reaction product. The product is: [C:15]([O:19][C:20](=[O:27])[NH:21][C@H:22]1[CH2:25][C@H:24]([NH:26][C:10](=[O:12])[C:9]([C:8]2[C:3]([Cl:2])=[N:4][CH:5]=[CH:6][CH:7]=2)([CH3:14])[CH3:13])[CH2:23]1)([CH3:18])([CH3:16])[CH3:17]. (3) Given the reactants [F:1][CH:2]([F:13])[O:3][C:4]1[C:5](I)=[CH:6][C:7]([O:10][CH3:11])=[N:8][CH:9]=1.[Cl:14][C:15]1[CH:16]=[CH:17][C:18]([C:24]#[N:25])=[C:19](B(O)O)[CH:20]=1, predict the reaction product. The product is: [Cl:14][C:15]1[CH:16]=[CH:17][C:18]([C:24]#[N:25])=[C:19]([C:5]2[C:4]([O:3][CH:2]([F:13])[F:1])=[CH:9][N:8]=[C:7]([O:10][CH3:11])[CH:6]=2)[CH:20]=1.